Dataset: Forward reaction prediction with 1.9M reactions from USPTO patents (1976-2016). Task: Predict the product of the given reaction. Given the reactants C[N:2]([CH3:20])[CH:3]=[CH:4][C:5]([C:7]1[S:8][CH:9]=[C:10]([NH:12][C:13]([O:15][C:16]([CH3:19])([CH3:18])[CH3:17])=[O:14])[CH:11]=1)=O.C(O)(=O)C.C(N)=[NH:26].C(OCC)(=O)C, predict the reaction product. The product is: [C:16]([O:15][C:13]([NH:12][C:10]1[CH:11]=[C:7]([C:5]2[CH:4]=[CH:3][N:2]=[CH:20][N:26]=2)[S:8][CH:9]=1)=[O:14])([CH3:17])([CH3:18])[CH3:19].